This data is from Reaction yield outcomes from USPTO patents with 853,638 reactions. The task is: Predict the reaction yield, written as a fraction of the theoretical maximum amount of product (1.0 means a 100% yield; for example, 0.34 means a 34% yield). (1) The reactants are [F:1][C:2]1[CH:7]=[CH:6][C:5]([C:8]2[N:9]=[N:10][N:11]([CH3:13])[CH:12]=2)=[CH:4][CH:3]=1.[Li]CCCC.CN([CH:22]=[O:23])C.[Cl-].[NH4+]. The catalyst is C1COCC1. The product is [F:1][C:2]1[CH:3]=[CH:4][C:5]([C:8]2[N:9]=[N:10][N:11]([CH3:13])[C:12]=2[CH:22]=[O:23])=[CH:6][CH:7]=1. The yield is 0.940. (2) The reactants are [CH3:1][O:2][CH2:3][CH2:4][C:5]([OH:7])=O.[Br:8][C:9]1[CH:10]=[C:11]([CH:13]=[CH:14][CH:15]=1)[NH2:12]. No catalyst specified. The product is [Br:8][C:9]1[CH:10]=[C:11]([NH:12][C:5](=[O:7])[CH2:4][CH2:3][O:2][CH3:1])[CH:13]=[CH:14][CH:15]=1. The yield is 0.750. (3) The reactants are C(N(CC)CC)C.C(O)=O.[C:11]([C:14]1[CH:19]=[CH:18][N:17]=[CH:16][CH:15]=1)(=[O:13])[CH3:12].C([O-])([O-])=O.[Na+].[Na+]. The catalyst is [Ru]. The product is [N:17]1[CH:18]=[CH:19][C:14]([C@H:11]([OH:13])[CH3:12])=[CH:15][CH:16]=1. The yield is 0.529. (4) The reactants are [Cl:1][C:2]1[CH:7]=[C:6](B(O)O)[CH:5]=[CH:4][N:3]=1.[CH3:11][C:12]([C:14]1[CH:19]=[CH:18][CH:17]=[C:16](Br)[CH:15]=1)=[O:13].C([O-])([O-])=O.[Na+].[Na+]. The catalyst is C1COCC1.C1C=CC(P(C2C=CC=CC=2)[C-]2C=CC=C2)=CC=1.C1C=CC(P(C2C=CC=CC=2)[C-]2C=CC=C2)=CC=1.Cl[Pd]Cl.[Fe+2]. The product is [Cl:1][C:2]1[CH:7]=[C:6]([C:16]2[CH:15]=[C:14]([C:12](=[O:13])[CH3:11])[CH:19]=[CH:18][CH:17]=2)[CH:5]=[CH:4][N:3]=1. The yield is 0.580. (5) The reactants are Cl.[C:2]1([NH2:12])[C:11]2[CH2:10][CH:9]=[CH:8][CH2:7][C:6]=2[CH:5]=[CH:4][CH:3]=1.CCN(CC)CC.[F:20][C:21]([F:32])([F:31])[C:22](O[C:22](=[O:23])[C:21]([F:32])([F:31])[F:20])=[O:23]. The catalyst is ClCCl. The product is [C:2]1([NH:12][C:22](=[O:23])[C:21]([F:32])([F:31])[F:20])[C:11]2[CH2:10][CH:9]=[CH:8][CH2:7][C:6]=2[CH:5]=[CH:4][CH:3]=1. The yield is 0.860. (6) The reactants are [CH2:1]([SH:8])[C:2]1[CH:7]=[CH:6][CH:5]=[CH:4][CH:3]=1.[H-].[Na+].CS(O[C:16]1[CH:21]=[CH:20][CH:19]=[C:18]([C:22]2[S:23][C:24]3[CH:32]=[CH:31][CH:30]=[CH:29][C:25]=3[C:26](=[O:28])[N:27]=2)[N:17]=1)(=O)=O.[C:33](OCC)(=O)C. The catalyst is CN(C=O)C.O. The product is [CH2:1]([S:8][CH2:33][C:16]1[N:17]=[C:18]([C:22]2[S:23][C:24]3[CH:32]=[CH:31][CH:30]=[CH:29][C:25]=3[C:26](=[O:28])[N:27]=2)[CH:19]=[CH:20][CH:21]=1)[C:2]1[CH:7]=[CH:6][CH:5]=[CH:4][CH:3]=1. The yield is 0.160. (7) The reactants are Br[C:2]1[CH:11]=[C:10]2[C:5]([N:6]=[CH:7][CH:8]=[N:9]2)=[C:4]([C:12]([NH:14][CH2:15][C:16]([O:18][CH2:19][CH3:20])=[O:17])=[O:13])[C:3]=1[OH:21].C([Sn](CCCC)(CCCC)[C:27]1[O:28][CH:29]=[CH:30][CH:31]=1)CCC. The catalyst is O1CCOCC1.C1C=CC([P]([Pd]([P](C2C=CC=CC=2)(C2C=CC=CC=2)C2C=CC=CC=2)([P](C2C=CC=CC=2)(C2C=CC=CC=2)C2C=CC=CC=2)[P](C2C=CC=CC=2)(C2C=CC=CC=2)C2C=CC=CC=2)(C2C=CC=CC=2)C2C=CC=CC=2)=CC=1. The product is [O:28]1[CH:29]=[CH:30][CH:31]=[C:27]1[C:2]1[CH:11]=[C:10]2[C:5]([N:6]=[CH:7][CH:8]=[N:9]2)=[C:4]([C:12]([NH:14][CH2:15][C:16]([O:18][CH2:19][CH3:20])=[O:17])=[O:13])[C:3]=1[OH:21]. The yield is 0.610.